From a dataset of Full USPTO retrosynthesis dataset with 1.9M reactions from patents (1976-2016). Predict the reactants needed to synthesize the given product. (1) Given the product [CH2:1]([N:8]1[CH:12]=[C:11]([CH2:13][O:14][Si:22]([C:25]([CH3:28])([CH3:27])[CH3:26])([CH3:24])[CH3:23])[CH:10]=[N:9]1)[C:2]1[CH:3]=[CH:4][CH:5]=[CH:6][CH:7]=1, predict the reactants needed to synthesize it. The reactants are: [CH2:1]([N:8]1[CH:12]=[C:11]([CH2:13][OH:14])[CH:10]=[N:9]1)[C:2]1[CH:7]=[CH:6][CH:5]=[CH:4][CH:3]=1.C(N(CC)CC)C.[Si:22](Cl)([C:25]([CH3:28])([CH3:27])[CH3:26])([CH3:24])[CH3:23].C(=O)([O-])O.[Na+]. (2) Given the product [Cl:34][C:35]1[C:36]([C:37]([N:11]2[CH2:10][CH2:9][C:8]([C:4]3[CH:5]=[CH:6][CH:7]=[C:2]([F:1])[CH:3]=3)([CH2:14][CH2:15][N:16]3[C@H:21]4[CH2:22][CH2:23][C@@H:17]3[CH2:18][CH:19]([N:24]3[C:28]5[CH:29]=[CH:30][CH:31]=[CH:32][C:27]=5[N:26]=[C:25]3[CH3:33])[CH2:20]4)[CH2:13][CH2:12]2)=[O:38])=[CH:40][C:41]([S:45]([NH:48][CH2:49][C:50]([F:52])([F:51])[F:53])(=[O:46])=[O:47])=[C:42]([F:44])[CH:43]=1, predict the reactants needed to synthesize it. The reactants are: [F:1][C:2]1[CH:3]=[C:4]([C:8]2([CH2:14][CH2:15][N:16]3[C@H:21]4[CH2:22][CH2:23][C@@H:17]3[CH2:18][CH:19]([N:24]3[C:28]5[CH:29]=[CH:30][CH:31]=[CH:32][C:27]=5[N:26]=[C:25]3[CH3:33])[CH2:20]4)[CH2:13][CH2:12][NH:11][CH2:10][CH2:9]2)[CH:5]=[CH:6][CH:7]=1.[Cl:34][C:35]1[CH:43]=[C:42]([F:44])[C:41]([S:45]([NH:48][CH2:49][C:50]([F:53])([F:52])[F:51])(=[O:47])=[O:46])=[CH:40][C:36]=1[C:37](O)=[O:38].CN(C(ON1N=NC2C=CC=NC1=2)=[N+](C)C)C.F[P-](F)(F)(F)(F)F. (3) Given the product [Br:51][C:48]1[CH:49]=[CH:50][C:45]([NH:44][C:41]([C:33]2[C:32]3[C:36](=[CH:37][C:29]([Cl:28])=[CH:30][CH:31]=3)[N:35]([CH:38]([CH3:39])[CH3:40])[CH:34]=2)=[O:43])=[N:46][CH:47]=1, predict the reactants needed to synthesize it. The reactants are: C1(P(C2C=CC=CC=2)C2C=CC=CC=2)C=CC=CC=1.BrN1C(=O)CCC1=O.[Cl:28][C:29]1[CH:37]=[C:36]2[C:32]([C:33]([C:41]([OH:43])=O)=[CH:34][N:35]2[CH:38]([CH3:40])[CH3:39])=[CH:31][CH:30]=1.[NH2:44][C:45]1[CH:50]=[CH:49][C:48]([Br:51])=[CH:47][N:46]=1.C(=O)(O)[O-].[Na+]. (4) Given the product [NH:4]1[CH:5]=[C:6]([C:9]2[CH:18]=[CH:17][CH:16]=[C:15]3[C:10]=2[CH:11]=[CH:12][N:13]=[C:14]3[NH:19][C:20]2[CH:21]=[C:22]3[C:27](=[CH:28][CH:29]=2)[N:26]=[CH:25][CH:24]=[CH:23]3)[CH:7]=[CH:8][C:3]1=[O:2], predict the reactants needed to synthesize it. The reactants are: C[O:2][C:3]1[CH:8]=[CH:7][C:6]([C:9]2[CH:18]=[CH:17][CH:16]=[C:15]3[C:10]=2[CH:11]=[CH:12][N:13]=[C:14]3[NH:19][C:20]2[CH:21]=[C:22]3[C:27](=[CH:28][CH:29]=2)[N:26]=[CH:25][CH:24]=[CH:23]3)=[CH:5][N:4]=1.